From a dataset of Reaction yield outcomes from USPTO patents with 853,638 reactions. Predict the reaction yield, written as a fraction of the theoretical maximum amount of product (1.0 means a 100% yield; for example, 0.34 means a 34% yield). (1) The reactants are [Cl-].O[NH3+:3].[C:4](=[O:7])([O-])[OH:5].[Na+].CS(C)=O.[CH2:13]([C:17]1[N:18]=[C:19]([CH3:51])[N:20]([CH2:39][C:40]2[C:48]3[O:47][C:46]([CH3:50])([CH3:49])[CH2:45][C:44]=3[CH:43]=[CH:42][CH:41]=2)[C:21](=[O:38])[C:22]=1[CH2:23][C:24]1[CH:29]=[CH:28][C:27]([C:30]2[C:31]([C:36]#[N:37])=[CH:32][CH:33]=[CH:34][CH:35]=2)=[CH:26][CH:25]=1)[CH2:14][CH2:15][CH3:16]. The catalyst is C(OCC)(=O)C. The product is [CH2:13]([C:17]1[N:18]=[C:19]([CH3:51])[N:20]([CH2:39][C:40]2[C:48]3[O:47][C:46]([CH3:50])([CH3:49])[CH2:45][C:44]=3[CH:43]=[CH:42][CH:41]=2)[C:21](=[O:38])[C:22]=1[CH2:23][C:24]1[CH:25]=[CH:26][C:27]([C:30]2[CH:35]=[CH:34][CH:33]=[CH:32][C:31]=2[C:36]2[NH:3][C:4](=[O:7])[O:5][N:37]=2)=[CH:28][CH:29]=1)[CH2:14][CH2:15][CH3:16]. The yield is 0.210. (2) The reactants are [CH3:1][C:2]1[C:10]2[C:5](=[CH:6][CH:7]=[CH:8][CH:9]=2)[NH:4][CH:3]=1.[H-].[Na+].I[CH3:14]. The catalyst is CN(C=O)C. The product is [CH3:14][N:4]1[C:5]2[C:10](=[CH:9][CH:8]=[CH:7][CH:6]=2)[C:2]([CH3:1])=[CH:3]1. The yield is 0.970. (3) The reactants are C(OC([N:8]1[CH2:13][CH2:12][CH:11]([N:14]([CH3:21])[CH:15]2[CH2:20][CH2:19][O:18][CH2:17][CH2:16]2)[CH2:10][CH2:9]1)=O)(C)(C)C.C(O)(C(F)(F)F)=O. The catalyst is C(Cl)Cl. The product is [CH3:21][N:14]([CH:11]1[CH2:12][CH2:13][NH:8][CH2:9][CH2:10]1)[CH:15]1[CH2:20][CH2:19][O:18][CH2:17][CH2:16]1. The yield is 0.970. (4) The reactants are [NH:1]1[C:9]2[C:4](=[CH:5][CH:6]=[CH:7][CH:8]=2)[CH2:3][C:2]1=[O:10].[NH:11]1[C:19]2[C:14](=[CH:15][C:16]([CH:20]=O)=[CH:17][CH:18]=2)[CH:13]=[N:12]1.N1CCCCC1. The catalyst is CCO. The product is [NH:11]1[C:19]2[C:14](=[CH:15][C:16](/[CH:20]=[C:3]3/[C:2](=[O:10])[NH:1][C:9]4[C:4]/3=[CH:5][CH:6]=[CH:7][CH:8]=4)=[CH:17][CH:18]=2)[CH:13]=[N:12]1. The yield is 0.0760. (5) The reactants are Br[C:2]1[CH:7]=[C:6]([CH3:8])[CH:5]=[CH:4][C:3]=1[C:9]([O:14]COC)([CH2:12][F:13])[CH2:10][F:11].[Li]CCCC.[B:23](OC(C)C)(OC(C)C)[O:24]C(C)C. The catalyst is C1COCC1. The product is [F:11][CH2:10][C:9]1([CH2:12][F:13])[O:14][B:23]([OH:24])[C:2]2[CH:7]=[C:6]([CH3:8])[CH:5]=[CH:4][C:3]1=2. The yield is 0.600. (6) The reactants are [Cl:1][C:2]1[N:7]=[CH:6][C:5]([N:8]2[CH2:12][CH2:11][C@H:10]3[CH2:13][NH:14][CH2:15][C@@H:9]23)=[CH:4][CH:3]=1.[C:16]([OH:23])(=[O:22])/[CH:17]=[CH:18]/[C:19]([OH:21])=[O:20]. No catalyst specified. The product is [C:16]([OH:23])(=[O:22])/[CH:17]=[CH:18]/[C:19]([OH:21])=[O:20].[Cl:1][C:2]1[N:7]=[CH:6][C:5]([N:8]2[CH2:12][CH2:11][C@H:10]3[CH2:13][NH:14][CH2:15][C@@H:9]23)=[CH:4][CH:3]=1. The yield is 0.790. (7) The reactants are CS(O)(=O)=O.[NH2:6][C@H:7]1[CH2:12][C:11]([C:13]([O:15][CH2:16][CH3:17])=[O:14])=[CH:10][C@@H:9]([O:18][CH:19]([CH2:22][CH3:23])[CH2:20][CH3:21])[C@@H:8]1[NH:24][C:25](=[O:29])[CH:26]([F:28])[F:27].C(N(CC)CC)C.[C:37]([NH:44][C:45]([NH:47][C:48]([O:50][C:51]([CH3:54])([CH3:53])[CH3:52])=[O:49])=S)([O:39][C:40]([CH3:43])([CH3:42])[CH3:41])=[O:38]. The catalyst is C(Cl)Cl.CN(C=O)C. The product is [C:51]([O:50][C:48](/[N:47]=[C:45](\[NH:44][C:37]([O:39][C:40]([CH3:43])([CH3:42])[CH3:41])=[O:38])/[NH:6][C@H:7]1[CH2:12][C:11]([C:13]([O:15][CH2:16][CH3:17])=[O:14])=[CH:10][C@@H:9]([O:18][CH:19]([CH2:22][CH3:23])[CH2:20][CH3:21])[C@@H:8]1[NH:24][C:25](=[O:29])[CH:26]([F:28])[F:27])=[O:49])([CH3:54])([CH3:53])[CH3:52]. The yield is 0.670. (8) The reactants are O1CCCCC1[N:7]1[C:15]2[C:10](=[CH:11][C:12]([C:16]3[N:20]=[CH:19][N:18](C(C4C=CC=CC=4)(C4C=CC=CC=4)C4C=CC=CC=4)[N:17]=3)=[CH:13][CH:14]=2)[C:9]([C:40]2[CH:41]=[C:42]([NH:46][C:47](=[O:51])[CH2:48][CH2:49][CH3:50])[CH:43]=[CH:44][CH:45]=2)=[N:8]1. The catalyst is Cl.O1CCOCC1. The product is [NH:18]1[CH:19]=[N:20][C:16]([C:12]2[CH:11]=[C:10]3[C:15](=[CH:14][CH:13]=2)[NH:7][N:8]=[C:9]3[C:40]2[CH:41]=[C:42]([NH:46][C:47](=[O:51])[CH2:48][CH2:49][CH3:50])[CH:43]=[CH:44][CH:45]=2)=[N:17]1. The yield is 0.270.